This data is from Forward reaction prediction with 1.9M reactions from USPTO patents (1976-2016). The task is: Predict the product of the given reaction. (1) Given the reactants C(Cl)CCl.[CH2:5]([C:7]1[C:15]2[C:10](=[CH:11][CH:12]=[CH:13][CH:14]=2)[NH:9][C:8]=1[CH2:16][NH:17][CH3:18])[CH3:6].Cl.[O:20]=[C:21]1[CH2:26][O:25][C:24]2[CH:27]=[C:28](/[CH:31]=[CH:32]/[C:33]([OH:35])=O)[CH:29]=[N:30][C:23]=2[NH:22]1.C1C=CC2N(O)N=NC=2C=1.CCN(C(C)C)C(C)C, predict the reaction product. The product is: [CH2:5]([C:7]1[C:15]2[C:10](=[CH:11][CH:12]=[CH:13][CH:14]=2)[NH:9][C:8]=1[CH2:16][N:17]([CH3:18])[C:33](=[O:35])/[CH:32]=[CH:31]/[C:28]1[CH:29]=[N:30][C:23]2[NH:22][C:21](=[O:20])[CH2:26][O:25][C:24]=2[CH:27]=1)[CH3:6]. (2) The product is: [F:40][C:19]1[CH:20]=[C:21]([N:24]([C:33]2[CH:38]=[CH:37][C:36]([F:39])=[CH:35][CH:34]=2)[C:25]([C:27]2([C:30]([NH2:32])=[O:31])[CH2:28][CH2:29]2)=[O:26])[CH:22]=[CH:23][C:18]=1[O:17][C:16]1[CH:15]=[CH:14][N:13]=[C:12]2[N:8]([CH2:7][C:6]3[CH:5]=[CH:4][C:3]([O:2][CH3:1])=[CH:45][CH:44]=3)[N:9]=[C:10]([CH2:41][CH2:42][N:64]3[CH2:65][CH2:66][N:61]([CH3:60])[CH2:62][CH2:63]3)[C:11]=12. Given the reactants [CH3:1][O:2][C:3]1[CH:45]=[CH:44][C:6]([CH2:7][N:8]2[C:12]3=[N:13][CH:14]=[CH:15][C:16]([O:17][C:18]4[CH:23]=[CH:22][C:21]([N:24]([C:33]5[CH:38]=[CH:37][C:36]([F:39])=[CH:35][CH:34]=5)[C:25]([C:27]5([C:30]([NH2:32])=[O:31])[CH2:29][CH2:28]5)=[O:26])=[CH:20][C:19]=4[F:40])=[C:11]3[C:10]([CH2:41][CH2:42]O)=[N:9]2)=[CH:5][CH:4]=1.CCN(C(C)C)C(C)C.CS(Cl)(=O)=O.[CH3:60][N:61]1[CH2:66][CH2:65][NH:64][CH2:63][CH2:62]1, predict the reaction product. (3) Given the reactants [Cl:1][C:2]1[CH:3]=[C:4]([C:8]2[O:12][N:11]=[C:10]([C@H:13]([OH:15])[CH3:14])[CH:9]=2)[CH:5]=[CH:6][CH:7]=1.CS([C:20]1[N:21]([CH3:31])[C:22]([C:25]2[CH:30]=[CH:29][N:28]=[CH:27][CH:26]=2)=[N:23][N:24]=1)(=O)=O.[Cl-].[Cs+].O, predict the reaction product. The product is: [Cl:1][C:2]1[CH:3]=[C:4]([C:8]2[O:12][N:11]=[C:10]([C@H:13]([O:15][C:20]3[N:21]([CH3:31])[C:22]([C:25]4[CH:30]=[CH:29][N:28]=[CH:27][CH:26]=4)=[N:23][N:24]=3)[CH3:14])[CH:9]=2)[CH:5]=[CH:6][CH:7]=1.